From a dataset of NCI-60 drug combinations with 297,098 pairs across 59 cell lines. Regression. Given two drug SMILES strings and cell line genomic features, predict the synergy score measuring deviation from expected non-interaction effect. (1) Synergy scores: CSS=8.24, Synergy_ZIP=-0.244, Synergy_Bliss=5.20, Synergy_Loewe=2.11, Synergy_HSA=2.34. Drug 2: CC1CCCC2(C(O2)CC(NC(=O)CC(C(C(=O)C(C1O)C)(C)C)O)C(=CC3=CSC(=N3)C)C)C. Drug 1: C1CCC(C1)C(CC#N)N2C=C(C=N2)C3=C4C=CNC4=NC=N3. Cell line: ACHN. (2) Drug 1: CNC(=O)C1=CC=CC=C1SC2=CC3=C(C=C2)C(=NN3)C=CC4=CC=CC=N4. Drug 2: C1CC(C1)(C(=O)O)C(=O)O.[NH2-].[NH2-].[Pt+2]. Cell line: K-562. Synergy scores: CSS=52.4, Synergy_ZIP=-3.10, Synergy_Bliss=-0.905, Synergy_Loewe=-25.0, Synergy_HSA=0.715.